Dataset: Forward reaction prediction with 1.9M reactions from USPTO patents (1976-2016). Task: Predict the product of the given reaction. (1) The product is: [C:34]([OH:41])(=[O:40])/[CH:35]=[CH:36]\[C:37]([OH:39])=[O:38].[C:34]([OH:41])(=[O:40])/[CH:35]=[CH:36]\[C:37]([OH:39])=[O:38].[N:1]1[C:5]2[CH:6]=[CH:7][CH:8]=[CH:9][C:4]=2[NH:3][C:2]=1[S:10][CH2:11][CH2:12][N:13]1[CH2:14][CH2:15][N:16]([CH2:19][C:20]([NH:22][C:23]2[C:24]([S:32][CH3:33])=[N:25][C:26]([CH3:31])=[CH:27][C:28]=2[S:29][CH3:30])=[O:21])[CH2:17][CH2:18]1. Given the reactants [N:1]1[C:5]2[CH:6]=[CH:7][CH:8]=[CH:9][C:4]=2[NH:3][C:2]=1[S:10][CH2:11][CH2:12][N:13]1[CH2:18][CH2:17][N:16]([CH2:19][C:20]([NH:22][C:23]2[C:24]([S:32][CH3:33])=[N:25][C:26]([CH3:31])=[CH:27][C:28]=2[S:29][CH3:30])=[O:21])[CH2:15][CH2:14]1.[C:34]([OH:41])(=[O:40])/[CH:35]=[CH:36]\[C:37]([OH:39])=[O:38].C(Cl)(Cl)Cl, predict the reaction product. (2) Given the reactants N[CH2:2][CH2:3][CH2:4][CH2:5][CH2:6][CH2:7][CH2:8][CH2:9][NH2:10].C1([OH:17])C=CC=CC=1.C=O, predict the reaction product. The product is: [O:17]1[C:2]2[CH:3]=[CH:4][CH:5]=[CH:6][C:7]=2[CH2:8][CH2:9][NH:10]1. (3) Given the reactants [Cl:1][C:2]1[CH:7]=[CH:6][CH:5]=[CH:4][C:3]=1[C:8]1[N:26]([CH2:27][C@H:28]2C[CH2:32][CH2:31][NH:30][CH2:29]2)[C:11]2[N:12]=[C:13]([NH:16][CH2:17][C:18]3[CH:23]=[CH:22][C:21]([F:24])=[C:20]([F:25])[CH:19]=3)[N:14]=[CH:15][C:10]=2[CH:9]=1.ClC1C=CC=CC=1C1N(C[C@H]2CCN(C(OC(C)(C)C)=O)C2)C2N=C(NCC3C=CC(F)=C(F)C=3)N=CC=2C=1, predict the reaction product. The product is: [Cl:1][C:2]1[CH:7]=[CH:6][CH:5]=[CH:4][C:3]=1[C:8]1[N:26]([CH2:27][C@H:28]2[CH2:32][CH2:31][NH:30][CH2:29]2)[C:11]2[N:12]=[C:13]([NH:16][CH2:17][C:18]3[CH:23]=[CH:22][C:21]([F:24])=[C:20]([F:25])[CH:19]=3)[N:14]=[CH:15][C:10]=2[CH:9]=1. (4) Given the reactants [NH2:1][C:2]1[N:10]=[C:9]2[C:5]([C:6]([C:18]3[CH:23]=[CH:22][N:21]=[CH:20][CH:19]=3)=[C:7]([C:11]3[CH:16]=[CH:15][C:14]([F:17])=[CH:13][CH:12]=3)[NH:8]2)=[CH:4][CH:3]=1.[C:24](OC(=O)C)(=[O:26])[CH3:25], predict the reaction product. The product is: [O:26]=[C:24]([NH:1][C:2]1[N:10]=[C:9]2[C:5]([C:6]([C:18]3[CH:23]=[CH:22][N:21]=[CH:20][CH:19]=3)=[C:7]([C:11]3[CH:12]=[CH:13][C:14]([F:17])=[CH:15][CH:16]=3)[NH:8]2)=[CH:4][CH:3]=1)[CH3:25]. (5) Given the reactants [CH3:1][O:2][C:3](=[O:13])[C:4]1[C:9]([CH3:10])=[CH:8][C:7]([Cl:11])=[N:6][C:5]=1Cl.C[O-].[Na+].[C:17](O)(=[O:19])C, predict the reaction product. The product is: [CH3:1][O:2][C:3](=[O:13])[C:4]1[C:9]([CH3:10])=[CH:8][C:7]([Cl:11])=[N:6][C:5]=1[O:19][CH3:17].